From a dataset of Peptide-MHC class II binding affinity with 134,281 pairs from IEDB. Regression. Given a peptide amino acid sequence and an MHC pseudo amino acid sequence, predict their binding affinity value. This is MHC class II binding data. (1) The peptide sequence is FETNVSHNVQGATVA. The MHC is HLA-DPA10103-DPB10401 with pseudo-sequence HLA-DPA10103-DPB10401. The binding affinity (normalized) is 0.211. (2) The peptide sequence is MGDVAWDFSSAGGFF. The MHC is DRB1_0101 with pseudo-sequence DRB1_0101. The binding affinity (normalized) is 0.0277.